Task: Binary Classification. Given a drug SMILES string, predict its activity (active/inactive) in a high-throughput screening assay against a specified biological target.. Dataset: Cav3 T-type calcium channel HTS with 100,875 compounds (1) The molecule is S(=O)(=O)(N(CC(=O)Nc1ccc(OCC)cc1)C)c1sccc1. The result is 0 (inactive). (2) The compound is S=c1n(\N=C\c2ccc(N3CCOCC3)cc2)cn[nH]1. The result is 0 (inactive). (3) The compound is O(C1CCCCC1)C(=O)Cn1c2c(oc(c2)C)cc1C(OCC)=O. The result is 0 (inactive). (4) The molecule is O(CC(=O)N1CCNC1=O)c1c(OC)cccc1. The result is 0 (inactive). (5) The molecule is FC(F)(F)c1c(N2CCN(CC2)C(=O)Nc2cc3c(cc2)cccc3)nccc1. The result is 0 (inactive). (6) The compound is Clc1c(OCC(=O)NCc2occc2)ccc(Cl)c1. The result is 0 (inactive).